From a dataset of Choline transporter screen with 302,306 compounds. Binary Classification. Given a drug SMILES string, predict its activity (active/inactive) in a high-throughput screening assay against a specified biological target. (1) The molecule is Brc1cc(C(=O)N2CCN(S(=O)(=O)N3CCCCC3)CC2)ccc1. The result is 0 (inactive). (2) The molecule is Clc1cc(N2CCNCC2)c(F)cc1C#N. The result is 0 (inactive). (3) The drug is s1c(NC(=O)c2cc3c(oc2=O)cccc3)c(c(c2ccccc2)c1)C(OCC)=O. The result is 0 (inactive).